From a dataset of Retrosynthesis with 50K atom-mapped reactions and 10 reaction types from USPTO. Predict the reactants needed to synthesize the given product. (1) Given the product N#Cc1cc(F)ccc1Oc1ccc(Cl)c(Cl)c1, predict the reactants needed to synthesize it. The reactants are: N#Cc1cc(F)ccc1F.Oc1ccc(Cl)c(Cl)c1. (2) Given the product O=C(NCCCn1ccnc1)c1ccc2cncc(-c3ccncc3)c2n1, predict the reactants needed to synthesize it. The reactants are: O=C(NCCCn1ccnc1)c1ccc2cncc(Br)c2n1.OB(O)c1ccncc1. (3) Given the product CC1c2cc(-c3nn[nH]n3)cn2CCN1C(=O)c1cc2ncc(Cl)cn2n1, predict the reactants needed to synthesize it. The reactants are: CC1NCCn2cc(-c3nn[nH]n3)cc21.O=C(O)c1cc2ncc(Cl)cn2n1. (4) Given the product COC(=O)c1ccnc(NC2CCOCC2)c1C, predict the reactants needed to synthesize it. The reactants are: COC(=O)c1ccnc(Cl)c1C.NC1CCOCC1.